This data is from Full USPTO retrosynthesis dataset with 1.9M reactions from patents (1976-2016). The task is: Predict the reactants needed to synthesize the given product. (1) Given the product [CH3:8][O:7][C:5](=[O:6])[C:4]1[CH:9]=[CH:10][CH:11]=[C:2]([NH:12][C:13]2[CH:18]=[CH:17][C:16]([CH3:19])=[CH:15][CH:14]=2)[CH:3]=1, predict the reactants needed to synthesize it. The reactants are: Br[C:2]1[CH:3]=[C:4]([CH:9]=[CH:10][CH:11]=1)[C:5]([O:7][CH3:8])=[O:6].[NH2:12][C:13]1[CH:18]=[CH:17][C:16]([CH3:19])=[CH:15][CH:14]=1. (2) Given the product [C:19]([C:20]1[CH:27]=[CH:26][C:23]([CH2:24][NH:25][C:11](=[O:13])[CH:10]([C:3]2[C:4]([F:9])=[CH:5][CH:6]=[C:7]([OH:8])[C:2]=2[F:1])[O:14][CH2:15][CH3:16])=[CH:22][CH:21]=1)#[N:18], predict the reactants needed to synthesize it. The reactants are: [F:1][C:2]1[C:7]([OH:8])=[CH:6][CH:5]=[C:4]([F:9])[C:3]=1[CH:10]([O:14][CH2:15][CH3:16])[C:11]([OH:13])=O.Cl.[NH2:18][CH2:19][C:20]1[CH:27]=[CH:26][C:23]([C:24]#[N:25])=[CH:22][CH:21]=1.ON1C2C=CC=CC=2N=N1.C(Cl)CCl. (3) Given the product [F:1][C:2]1[CH:7]=[C:6]([F:8])[CH:5]=[CH:4][C:3]=1[C:9]1([C:22]2[CH:27]=[CH:26][C:25]([F:28])=[CH:24][C:23]=2[F:29])[O:13][C:12]2[CH:14]=[C:15]([F:21])[C:16]([S:18]([Cl:30])(=[O:20])=[O:19])=[CH:17][C:11]=2[O:10]1, predict the reactants needed to synthesize it. The reactants are: [F:1][C:2]1[CH:7]=[C:6]([F:8])[CH:5]=[CH:4][C:3]=1[C:9]1([C:22]2[CH:27]=[CH:26][C:25]([F:28])=[CH:24][C:23]=2[F:29])[O:13][C:12]2[CH:14]=[C:15]([F:21])[C:16]([S:18]([OH:20])=[O:19])=[CH:17][C:11]=2[O:10]1.[Cl:30]N1C(=O)CCC1=O. (4) The reactants are: [CH3:1][N:2]([CH3:17])[S:3]([C:6]1[O:10][C:9]2[CH:11]=[CH:12][CH:13]=[C:14]([O:15]C)[C:8]=2[CH:7]=1)(=[O:5])=[O:4].B(Br)(Br)Br. Given the product [CH3:1][N:2]([CH3:17])[S:3]([C:6]1[O:10][C:9]2[CH:11]=[CH:12][CH:13]=[C:14]([OH:15])[C:8]=2[CH:7]=1)(=[O:5])=[O:4], predict the reactants needed to synthesize it. (5) The reactants are: Cl[C:2]1[C:7]([CH:8]=O)=[CH:6][N:5]=[C:4]2[NH:10][CH:11]=[CH:12][C:3]=12.[CH3:13][NH:14][NH2:15].Cl.O. Given the product [CH3:13][N:14]1[C:2]2=[C:3]3[CH:12]=[CH:11][NH:10][C:4]3=[N:5][CH:6]=[C:7]2[CH:8]=[N:15]1, predict the reactants needed to synthesize it. (6) The reactants are: [Br:1][C:2]1[CH:3]=[N:4][C:5]2[CH:6]=[CH:7][CH:8]=[N+:9]([O-])[C:10]=2[CH:11]=1.P(Cl)(Cl)([Cl:15])=O. Given the product [Br:1][C:2]1[CH:11]=[C:10]2[C:5]([CH:6]=[CH:7][C:8]([Cl:15])=[N:9]2)=[N:4][CH:3]=1.[Br:1][C:2]1[CH:11]=[C:10]2[C:5]([C:6]([Cl:15])=[CH:7][CH:8]=[N:9]2)=[N:4][CH:3]=1, predict the reactants needed to synthesize it. (7) Given the product [Br:1][C:2]1[CH:7]=[C:6]2[C:5]([CH:8]=[C:9]([C:10]([O:12][CH3:13])=[O:11])[CH:14]=[N:15]2)=[CH:4][CH:3]=1, predict the reactants needed to synthesize it. The reactants are: [Br:1][C:2]1[CH:7]=[CH:6][C:5](/[CH:8]=[C:9](\[CH2:14][NH:15]S(C2C=CC(C)=CC=2)(=O)=O)/[C:10]([O:12][CH3:13])=[O:11])=[CH:4][CH:3]=1.C(OI(OC(=O)C)C1C=CC=CC=1)(=O)C.II.C([O-])([O-])=O.[K+].[K+]. (8) Given the product [Cl:15][C:16]1[CH:17]=[C:18]([NH:19][C:2]2[C:7]3[C:8]4[CH2:14][CH2:13][CH2:12][CH2:11][C:9]=4[Se:10][C:6]=3[N:5]=[CH:4][N:3]=2)[CH:20]=[CH:21][C:22]=1[F:23], predict the reactants needed to synthesize it. The reactants are: Cl[C:2]1[C:7]2[C:8]3[CH2:14][CH2:13][CH2:12][CH2:11][C:9]=3[Se:10][C:6]=2[N:5]=[CH:4][N:3]=1.[Cl:15][C:16]1[CH:17]=[C:18]([CH:20]=[CH:21][C:22]=1[F:23])[NH2:19]. (9) Given the product [Br-:3].[CH2:9]([N+:4]1[CH:2]=[CH:1][CH:7]=[CH:6][CH:5]=1)[CH3:8], predict the reactants needed to synthesize it. The reactants are: [CH2:1]([Br:3])[CH3:2].[N:4]1[CH:9]=[CH:8][CH:7]=[CH:6][CH:5]=1. (10) Given the product [CH3:1][O:2][C:3](=[O:15])[C:4]1[CH:9]=[C:8]([NH2:10])[CH:7]=[CH:6][C:5]=1[O:13][CH3:14], predict the reactants needed to synthesize it. The reactants are: [CH3:1][O:2][C:3](=[O:15])[C:4]1[CH:9]=[C:8]([N+:10]([O-])=O)[CH:7]=[CH:6][C:5]=1[O:13][CH3:14].CO.[H][H].